From a dataset of Forward reaction prediction with 1.9M reactions from USPTO patents (1976-2016). Predict the product of the given reaction. (1) Given the reactants OC[C:3]1[C:4]([CH2:13]O)=[CH:5][C:6]([C:9]([F:12])([F:11])[F:10])=[N:7][CH:8]=1.S(Cl)([Cl:17])=O.Cl[CH2:20][Cl:21], predict the reaction product. The product is: [Cl:17][CH2:13][C:4]1[C:3]([CH2:20][Cl:21])=[CH:8][N:7]=[C:6]([C:9]([F:12])([F:11])[F:10])[CH:5]=1. (2) Given the reactants [CH3:1][O:2][C:3]1[CH:10]=[C:9]([O:11][CH3:12])[CH:8]=[CH:7][C:4]=1[CH2:5][NH2:6].[CH3:13][O:14][C:15]1[CH:22]=[C:21]([O:23][CH3:24])[CH:20]=[CH:19][C:16]=1[CH:17]=O.C(O[BH-](OC(=O)C)OC(=O)C)(=O)C.[Na+].O, predict the reaction product. The product is: [CH3:13][O:14][C:15]1[CH:22]=[C:21]([O:23][CH3:24])[CH:20]=[CH:19][C:16]=1[CH2:17][NH:6][CH2:5][C:4]1[CH:7]=[CH:8][C:9]([O:11][CH3:12])=[CH:10][C:3]=1[O:2][CH3:1].